Dataset: Peptide-MHC class II binding affinity with 134,281 pairs from IEDB. Task: Regression. Given a peptide amino acid sequence and an MHC pseudo amino acid sequence, predict their binding affinity value. This is MHC class II binding data. (1) The peptide sequence is AALPAVGAAAGAPAA. The MHC is DRB1_0401 with pseudo-sequence DRB1_0401. The binding affinity (normalized) is 0.300. (2) The peptide sequence is GGSILKISNKFHTKG. The MHC is HLA-DPA10103-DPB10301 with pseudo-sequence HLA-DPA10103-DPB10301. The binding affinity (normalized) is 0.0971.